From a dataset of Reaction yield outcomes from USPTO patents with 853,638 reactions. Predict the reaction yield, written as a fraction of the theoretical maximum amount of product (1.0 means a 100% yield; for example, 0.34 means a 34% yield). (1) The reactants are [CH3:1][C:2]([C:5]1[CH:6]=[C:7]([CH:22]=[C:23]([C:26]([CH3:29])([CH3:28])[CH3:27])[C:24]=1[OH:25])[C:8]([NH:10][CH2:11][CH2:12][C:13]1[CH:18]=[CH:17][C:16]([N+:19]([O-])=O)=[CH:15][CH:14]=1)=[O:9])([CH3:4])[CH3:3].CC(C1C=C(C=C(C(C)(C)C)C=1O)C(NCC1C=CC([N+]([O-])=O)=CC=1)=O)(C)C. No catalyst specified. The product is [CH3:4][C:2]([C:5]1[CH:6]=[C:7]([CH:22]=[C:23]([C:26]([CH3:29])([CH3:28])[CH3:27])[C:24]=1[OH:25])[C:8]([NH:10][CH2:11][CH2:12][C:13]1[CH:18]=[CH:17][C:16]([NH2:19])=[CH:15][CH:14]=1)=[O:9])([CH3:1])[CH3:3]. The yield is 0.760. (2) The reactants are [C:1]1([Mg]Br)[CH:6]=[CH:5][CH:4]=[CH:3][CH:2]=1.[CH3:9][C:10]1[CH:17]=[CH:16][C:13]([C:14]#[N:15])=[C:12]([C:18]([F:21])([F:20])[F:19])[CH:11]=1. The catalyst is C1COCC1.CCOC(C)=O. The product is [CH3:9][C:10]1[CH:17]=[CH:16][C:13]([C:14]([C:1]2[CH:6]=[CH:5][CH:4]=[CH:3][CH:2]=2)=[NH:15])=[C:12]([C:18]([F:19])([F:20])[F:21])[CH:11]=1. The yield is 0.310.